Dataset: Reaction yield outcomes from USPTO patents with 853,638 reactions. Task: Predict the reaction yield, written as a fraction of the theoretical maximum amount of product (1.0 means a 100% yield; for example, 0.34 means a 34% yield). The reactants are [Cl:1][C:2]1[CH:7]=[CH:6][C:5]([C:8]2[CH:13]=[CH:12][CH:11]=[CH:10][C:9]=2[C@@H:14]([OH:30])[CH:15]2[CH2:20][CH2:19][N:18]([C:21]3[CH:29]=[CH:28][C:24]([C:25](O)=[O:26])=[CH:23][CH:22]=3)[CH2:17][CH2:16]2)=[CH:4][CH:3]=1.[O:31]1[CH2:36][CH2:35][N:34]([CH2:37][CH2:38][C@@H:39]([NH:48][C:49]2[CH:54]=[CH:53][C:52]([S:55]([NH2:58])(=[O:57])=[O:56])=[CH:51][C:50]=2[S:59]([C:62]([F:65])([F:64])[F:63])(=[O:61])=[O:60])[CH2:40][S:41][C:42]2[CH:47]=[CH:46][CH:45]=[CH:44][CH:43]=2)[CH2:33][CH2:32]1.C(Cl)CCl. The yield is 0.415. The catalyst is CN(C1C=CN=CC=1)C. The product is [Cl:1][C:2]1[CH:3]=[CH:4][C:5]([C:8]2[CH:13]=[CH:12][CH:11]=[CH:10][C:9]=2[C@@H:14]([OH:30])[CH:15]2[CH2:20][CH2:19][N:18]([C:21]3[CH:22]=[CH:23][C:24]([C:25]([NH:58][S:55]([C:52]4[CH:53]=[CH:54][C:49]([NH:48][C@H:39]([CH2:38][CH2:37][N:34]5[CH2:35][CH2:36][O:31][CH2:32][CH2:33]5)[CH2:40][S:41][C:42]5[CH:43]=[CH:44][CH:45]=[CH:46][CH:47]=5)=[C:50]([S:59]([C:62]([F:65])([F:63])[F:64])(=[O:61])=[O:60])[CH:51]=4)(=[O:56])=[O:57])=[O:26])=[CH:28][CH:29]=3)[CH2:17][CH2:16]2)=[CH:6][CH:7]=1.